This data is from Reaction yield outcomes from USPTO patents with 853,638 reactions. The task is: Predict the reaction yield, written as a fraction of the theoretical maximum amount of product (1.0 means a 100% yield; for example, 0.34 means a 34% yield). (1) The reactants are [CH3:1][C:2]1([CH3:22])[CH2:7][O:6][C:5]2([CH2:21][CH2:20][CH2:19][C:11]3=[N:12][CH:13]=[C:14]([N+:16]([O-])=O)[CH:15]=[C:10]3[CH2:9][CH2:8]2)[O:4][CH2:3]1. The catalyst is C(O)C.C1COCC1.[Pd]. The product is [CH3:1][C:2]1([CH3:22])[CH2:7][O:6][C:5]2([CH2:21][CH2:20][CH2:19][C:11]3=[N:12][CH:13]=[C:14]([NH2:16])[CH:15]=[C:10]3[CH2:9][CH2:8]2)[O:4][CH2:3]1. The yield is 1.00. (2) The reactants are [CH2:1]([C:3]1[CH:7]=[C:6]([NH:8][C:9](=O)[O:10]C2C=CC=CC=2)[N:5]([C:18]2[CH:23]=[CH:22][CH:21]=[CH:20][CH:19]=2)[N:4]=1)[CH3:2].[CH3:24][O:25][C:26]1[CH:27]=[C:28]2[C:33](=[CH:34][C:35]=1[O:36][CH3:37])[N:32]=[CH:31][N:30]=[C:29]2[O:38][C:39]1[CH:40]=[C:41]([CH:43]=[CH:44][CH:45]=1)[NH2:42]. The catalyst is CS(C)=O.C(OCC)(=O)C. The product is [CH3:24][O:25][C:26]1[CH:27]=[C:28]2[C:33](=[CH:34][C:35]=1[O:36][CH3:37])[N:32]=[CH:31][N:30]=[C:29]2[O:38][C:39]1[CH:40]=[C:41]([NH:42][C:9]([NH:8][C:6]2[N:5]([C:18]3[CH:19]=[CH:20][CH:21]=[CH:22][CH:23]=3)[N:4]=[C:3]([CH2:1][CH3:2])[CH:7]=2)=[O:10])[CH:43]=[CH:44][CH:45]=1. The yield is 0.320. (3) The reactants are [C:1]([OH:22])(=O)[CH2:2][CH2:3][CH2:4]/[CH:5]=[CH:6]\[CH2:7]/[CH:8]=[CH:9]\[CH2:10]/[CH:11]=[CH:12]\[CH2:13]/[CH:14]=[CH:15]\[CH2:16][CH2:17][CH2:18][CH2:19][CH3:20].C(N(CC)CC)C.ClC(OCCCC)=O.Cl.C(N(CC)CC)C.[NH2:46][CH2:47][CH2:48][OH:49].Cl. The catalyst is C(#N)C.CO. The product is [C:1]([NH:46][CH2:47][CH2:48][OH:49])(=[O:22])[CH2:2][CH2:3][CH2:4]/[CH:5]=[CH:6]\[CH2:7]/[CH:8]=[CH:9]\[CH2:10]/[CH:11]=[CH:12]\[CH2:13]/[CH:14]=[CH:15]\[CH2:16][CH2:17][CH2:18][CH2:19][CH3:20]. The yield is 0.950. (4) The reactants are [CH2:1]([O:8][C:9]1[CH:17]=[CH:16][C:12]([C:13]([NH2:15])=[O:14])=[C:11]([NH:18][C:19](=O)[CH:20]([C:22]2[CH:27]=[CH:26][C:25]([F:28])=[CH:24][CH:23]=2)[OH:21])[CH:10]=1)[C:2]1[CH:7]=[CH:6][CH:5]=[CH:4][CH:3]=1.C(=O)([O-])[O-].[K+].[K+]. The catalyst is CCO. The product is [CH2:1]([O:8][C:9]1[CH:10]=[C:11]2[C:12]([C:13](=[O:14])[NH:15][C:19]([CH:20]([C:22]3[CH:27]=[CH:26][C:25]([F:28])=[CH:24][CH:23]=3)[OH:21])=[N:18]2)=[CH:16][CH:17]=1)[C:2]1[CH:7]=[CH:6][CH:5]=[CH:4][CH:3]=1. The yield is 0.900.